From a dataset of Forward reaction prediction with 1.9M reactions from USPTO patents (1976-2016). Predict the product of the given reaction. Given the reactants Cl.[CH3:2][O:3][C:4](=[O:15])[C@H:5]([CH3:14])[NH:6][CH2:7][C:8]1[CH:13]=[CH:12][CH:11]=[CH:10][CH:9]=1.Cl[CH2:17][C:18](=[O:20])[CH3:19].C(=O)([O-])O.[Na+], predict the reaction product. The product is: [CH3:2][O:3][C:4](=[O:15])[C@@H:5]([N:6]([CH2:7][C:8]1[CH:13]=[CH:12][CH:11]=[CH:10][CH:9]=1)[CH2:17][C:18](=[O:20])[CH3:19])[CH3:14].